This data is from Forward reaction prediction with 1.9M reactions from USPTO patents (1976-2016). The task is: Predict the product of the given reaction. (1) Given the reactants Br[C:2]1[CH:7]=[CH:6][C:5]([N:8]([CH3:27])[C:9]([N:11]2[CH2:16][CH2:15][CH:14]([C:17](=[O:26])[C:18]3[CH:23]=[CH:22][C:21]([O:24][CH3:25])=[CH:20][CH:19]=3)[CH2:13][CH2:12]2)=[O:10])=[CH:4][CH:3]=1.[N:28]1([CH2:33][CH2:34][N:35]2[CH:39]=[C:38](B3OC(C)(C)C(C)(C)O3)[CH:37]=[N:36]2)[CH2:32][CH2:31][CH2:30][CH2:29]1.C(=O)([O-])[O-].[Cs+].[Cs+].ClCCl, predict the reaction product. The product is: [CH3:27][N:8]([C:5]1[CH:6]=[CH:7][C:2]([C:38]2[CH:37]=[N:36][N:35]([CH2:34][CH2:33][N:28]3[CH2:32][CH2:31][CH2:30][CH2:29]3)[CH:39]=2)=[CH:3][CH:4]=1)[C:9]([N:11]1[CH2:16][CH2:15][CH:14]([C:17](=[O:26])[C:18]2[CH:23]=[CH:22][C:21]([O:24][CH3:25])=[CH:20][CH:19]=2)[CH2:13][CH2:12]1)=[O:10]. (2) Given the reactants C(=O)([O-])[O-].[CH:5]1[C:10](N=C=S)=[CH:9][C:8]2[C:14]([O:16][C:17]3([C:27]4[CH:28]=[CH:29][C:30]([OH:32])=[CH:31][C:26]=4[O:25][C:19]4[CH:20]=[C:21]([OH:24])[CH:22]=[CH:23][C:18]3=4)[C:7]=2[CH:6]=1)=[O:15], predict the reaction product. The product is: [CH:5]1[CH:10]=[CH:9][C:8]([C:14]([OH:16])=[O:15])=[C:7]([C:17]2[C:18]3[CH:23]=[CH:22][C:21]([OH:24])=[CH:20][C:19]=3[O:25][C:26]3[C:27]=2[CH:28]=[CH:29][C:30]([CH:31]=3)=[O:32])[CH:6]=1. (3) Given the reactants [CH2:1]([Si:3]([CH2:9]C)([CH2:7]C)[C:4]#[C:5][CH3:6])C.[Li]CCCC.CCCCCC.Br[CH2:23][C:24]#[C:25][C:26]1[CH:31]=[CH:30][C:29]([F:32])=[CH:28][CH:27]=1, predict the reaction product. The product is: [F:32][C:29]1[CH:30]=[CH:31][C:26]([C:25]#[C:24][CH2:23][CH2:6][C:5]#[C:4][Si:3]([CH3:1])([CH3:7])[CH3:9])=[CH:27][CH:28]=1. (4) Given the reactants [C:1]1([C@@H:7]2[CH:11]=[C:10](OS(C(F)(F)F)(=O)=O)[CH2:9][N:8]2[C:20]([O:22][C:23]([CH3:26])([CH3:25])[CH3:24])=[O:21])[CH:6]=[CH:5][CH:4]=[CH:3][CH:2]=1.[F:27][C:28]1[CH:33]=[CH:32][C:31]([F:34])=[CH:30][C:29]=1B(O)O.C([O-])([O-])=O.[Na+].[Na+].[Li+].[Cl-], predict the reaction product. The product is: [F:27][C:28]1[CH:33]=[CH:32][C:31]([F:34])=[CH:30][C:29]=1[C:10]1[CH2:9][N:8]([C:20]([O:22][C:23]([CH3:24])([CH3:25])[CH3:26])=[O:21])[C@H:7]([C:1]2[CH:2]=[CH:3][CH:4]=[CH:5][CH:6]=2)[CH:11]=1. (5) Given the reactants [C:1]([O:5][C:6]([NH:8][C@@H:9]([C@H:13]([OH:15])[CH3:14])[C:10]([OH:12])=O)=[O:7])([CH3:4])([CH3:3])[CH3:2].CCN=C=N[CH2:21][CH2:22][CH2:23][N:24]([CH3:26])C.Cl.C1C=CC2N(O)N=NC=2C=1.CCN(C(C)C)C(C)C.N1CCCC1, predict the reaction product. The product is: [C:1]([O:5][C:6](=[O:7])[NH:8][C@@H:9]([C@H:13]([OH:15])[CH3:14])[C:10](=[O:12])[N:24]1[CH2:23][CH2:22][CH2:21][CH2:26]1)([CH3:2])([CH3:3])[CH3:4]. (6) Given the reactants [Br:1][C:2]1[CH:3]=[CH:4][C:5]([C:8]2[CH2:12][C@@H:11]([CH2:13][O:14][CH2:15][CH2:16][NH2:17])[O:10][N:9]=2)=[N:6][CH:7]=1.N1C=CC=CC=1.CS([CH2:28][C:29](OC(=O)CS(C)(=O)=O)=[O:30])(=O)=O, predict the reaction product. The product is: [Br:1][C:2]1[CH:3]=[CH:4][C:5]([C:8]2[CH2:12][C@@H:11]([CH2:13][O:14][CH2:15][CH2:16][NH:17][C:29](=[O:30])[CH3:28])[O:10][N:9]=2)=[N:6][CH:7]=1. (7) Given the reactants C1COCC1.[CH2:6]([O:8][C:9](=[O:37])/[CH:10]=[CH:11]/[C:12]1[C:13]([NH:28][C:29]2[C:34]([F:35])=[CH:33][CH:32]=[CH:31][C:30]=2[F:36])=[N:14][C:15]([S:26][CH3:27])=[N:16][C:17]=1[C:18]1[CH:23]=[CH:22][C:21]([F:24])=[CH:20][C:19]=1[CH3:25])C.Cl.CCOC(C)=O, predict the reaction product. The product is: [CH3:6][O:8][C:9](=[O:37])[CH2:10][CH2:11][C:12]1[C:13]([NH:28][C:29]2[C:34]([F:35])=[CH:33][CH:32]=[CH:31][C:30]=2[F:36])=[N:14][C:15]([S:26][CH3:27])=[N:16][C:17]=1[C:18]1[CH:23]=[CH:22][C:21]([F:24])=[CH:20][C:19]=1[CH3:25]. (8) Given the reactants Br[C:2]1[N:6]=[CH:5][N:4]([C:7]2[CH:12]=[CH:11][C:10]([O:13][C:14]([F:17])([F:16])[F:15])=[CH:9][CH:8]=2)[N:3]=1.CC1(C)C(C)(C)OB([C:26]2[CH:31]=[CH:30][C:29]([CH2:32][CH2:33][CH2:34][N:35]3[C:43](=[O:44])[C:42]4[C:37](=[CH:38][CH:39]=[CH:40][CH:41]=4)[C:36]3=[O:45])=[CH:28][CH:27]=2)O1.C(=O)(O)[O-].[Na+].O1CCOCC1, predict the reaction product. The product is: [F:15][C:14]([F:17])([F:16])[O:13][C:10]1[CH:11]=[CH:12][C:7]([N:4]2[CH:5]=[N:6][C:2]([C:26]3[CH:27]=[CH:28][C:29]([CH2:32][CH2:33][CH2:34][N:35]4[C:36](=[O:45])[C:37]5[C:42](=[CH:41][CH:40]=[CH:39][CH:38]=5)[C:43]4=[O:44])=[CH:30][CH:31]=3)=[N:3]2)=[CH:8][CH:9]=1.